Predict the reactants needed to synthesize the given product. From a dataset of Retrosynthesis with 50K atom-mapped reactions and 10 reaction types from USPTO. (1) The reactants are: CC(C)(C)OC(=O)N1CCC(S(=O)(=O)c2ccc(Nc3ncc(NC(=O)c4cc(NC(=O)c5ccc(C#N)cc5)ccc4Cl)cn3)cc2)CC1. Given the product O=C(O)C(F)(F)F, predict the reactants needed to synthesize it. (2) Given the product CCOC(=O)Nc1nc2ccccc2c2c1nc(CC)n2CCCCNS(C)(=O)=O, predict the reactants needed to synthesize it. The reactants are: CCOC(=O)Cl.CCc1nc2c(N)nc3ccccc3c2n1CCCCNS(C)(=O)=O. (3) Given the product CCOC(=O)CNc1ccc(OCC(F)(F)C(F)F)cc1, predict the reactants needed to synthesize it. The reactants are: CCOC(=O)CCl.Nc1ccc(OCC(F)(F)C(F)F)cc1.